This data is from Catalyst prediction with 721,799 reactions and 888 catalyst types from USPTO. The task is: Predict which catalyst facilitates the given reaction. (1) Reactant: O[C@H]1C[C@@H](C2C=NC=CC=2)OC2(CCN([C:10]([C:12]3[CH:17]=[CH:16][C:15]([O:18][CH:19]([CH3:21])[CH3:20])=[C:14]([CH3:22])[CH:13]=3)=[O:11])CC2)C1.[H-].[Na+].C1(CBr)CC1.C(=O)(O)[O-].[Na+]. Product: [CH:19]([O:18][C:15]1[CH:16]=[CH:17][C:12]([CH:10]=[O:11])=[CH:13][C:14]=1[CH3:22])([CH3:21])[CH3:20]. The catalyst class is: 248. (2) Reactant: [CH3:1][N:2]([CH2:7][C:8](O)=O)[CH2:3][C:4](O)=O.[C:11]1([NH2:18])[CH:16]=[CH:15][CH:14]=[CH:13][C:12]=1[NH2:17]. Product: [NH:17]1[C:12]2[CH:13]=[CH:14][CH:15]=[CH:16][C:11]=2[N:18]=[C:4]1[CH2:3][N:2]([CH2:7][C:8]1[NH:18][C:11]2[CH:16]=[CH:15][CH:14]=[CH:13][C:12]=2[N:17]=1)[CH3:1]. The catalyst class is: 746. (3) Reactant: CO[CH:3](OC)[N:4]([CH3:6])[CH3:5].[F:9][C:10]1[CH:11]=[C:12]([C:19](=[O:26])[CH2:20][C:21]([O:23][CH2:24][CH3:25])=[O:22])[CH:13]=[CH:14][C:15]=1[N+:16]([O-:18])=[O:17]. Product: [F:9][C:10]1[CH:11]=[C:12]([CH:13]=[CH:14][C:15]=1[N+:16]([O-:18])=[O:17])[C:19]([C:20](=[CH:3][N:4]([CH3:5])[CH3:6])[C:21]([O:23][CH2:24][CH3:25])=[O:22])=[O:26]. The catalyst class is: 11. (4) Reactant: [CH2:1]([O:3][C:4]([N:6]1[CH:10]=[C:9]([C:11]2[CH:16]=[CH:15][C:14]([S:17]([CH3:20])(=[O:19])=[O:18])=[CH:13][CH:12]=2)[N:8]([CH2:21][C:22]2[CH:27]=[CH:26][C:25]([C:28]([F:34])([F:33])[P:29]([OH:32])([OH:31])=[O:30])=[C:24]([Br:35])[CH:23]=2)[C:7]1=[O:36])=[O:5])[CH3:2].C(N(C(C)C)CC)(C)C.[C:46]([O:52][CH2:53]Cl)(=[O:51])[C:47]([CH3:50])([CH3:49])[CH3:48]. Product: [CH2:1]([O:3][C:4]([N:6]1[CH:10]=[C:9]([C:11]2[CH:12]=[CH:13][C:14]([S:17]([CH3:20])(=[O:19])=[O:18])=[CH:15][CH:16]=2)[N:8]([CH2:21][C:22]2[CH:27]=[CH:26][C:25]([C:28]([P:29]([O:31][CH2:53][O:52][C:46](=[O:51])[C:47]([CH3:50])([CH3:49])[CH3:48])([OH:32])=[O:30])([F:33])[F:34])=[C:24]([Br:35])[CH:23]=2)[C:7]1=[O:36])=[O:5])[CH3:2]. The catalyst class is: 9.